From a dataset of Reaction yield outcomes from USPTO patents with 853,638 reactions. Predict the reaction yield, written as a fraction of the theoretical maximum amount of product (1.0 means a 100% yield; for example, 0.34 means a 34% yield). (1) The reactants are Cl[CH2:2][CH2:3][CH2:4][O:5][C:6]1[CH:11]=[CH:10][C:9]([C:12](=[O:14])[CH3:13])=[CH:8][CH:7]=1.[NH:15]1[CH2:20][CH2:19][CH2:18][CH2:17][CH2:16]1.C([O-])([O-])=O.[Na+].[Na+]. The product is [N:15]1([CH2:2][CH2:3][CH2:4][O:5][C:6]2[CH:11]=[CH:10][C:9]([C:12](=[O:14])[CH3:13])=[CH:8][CH:7]=2)[CH2:20][CH2:19][CH2:18][CH2:17][CH2:16]1. The yield is 1.00. The catalyst is CCCCO.O. (2) The reactants are C([C:5]1[C:10]([N:11]2[C:16]3[N:17]=[C:18]([NH:21][C:22]4[CH:27]=[CH:26][C:25]([N:28]5[CH2:33][CH2:32][O:31][CH2:30][CH2:29]5)=[CH:24][C:23]=4[O:34][CH3:35])[N:19]=[CH:20][C:15]=3[CH:14]=[CH:13][C:12]2=[O:36])=[CH:9][CH:8]=[CH:7][C:6]=1[N:37](C1C=CC=C(N2C3N=C(NC4C=CC(N5CCOCC5)=CC=4OC)N=CC=3C=CC2=O)C=1C(C)(C)C)C(=O)[O-])(C)(C)C.[C:77]([OH:83])([C:79]([F:82])([F:81])[F:80])=[O:78]. The catalyst is C(Cl)Cl. The product is [F:80][C:79]([F:82])([F:81])[C:77]([OH:83])=[O:78].[NH2:37][C:6]1[CH:5]=[C:10]([N:11]2[C:16]3[N:17]=[C:18]([NH:21][C:22]4[CH:27]=[CH:26][C:25]([N:28]5[CH2:33][CH2:32][O:31][CH2:30][CH2:29]5)=[CH:24][C:23]=4[O:34][CH3:35])[N:19]=[CH:20][C:15]=3[CH:14]=[CH:13][C:12]2=[O:36])[CH:9]=[CH:8][CH:7]=1. The yield is 0.410. (3) The reactants are [Cl:1][C:2]1[CH:7]=[CH:6][CH:5]=[CH:4][C:3]=1[CH2:8][N:9]([C@H:22]1[CH2:26][CH2:25][NH:24][CH2:23]1)[C:10]1[CH:17]=[CH:16][C:13]([C:14]#[N:15])=[C:12]([C:18]([F:21])([F:20])[F:19])[CH:11]=1.[CH2:27](Br)[C:28]1[CH:33]=[CH:32][CH:31]=[CH:30][CH:29]=1. No catalyst specified. The product is [Cl:1][C:2]1[CH:7]=[CH:6][CH:5]=[CH:4][C:3]=1[CH2:8][N:9]([C@H:22]1[CH2:26][CH2:25][N:24]([CH2:27][C:28]2[CH:33]=[CH:32][CH:31]=[CH:30][CH:29]=2)[CH2:23]1)[C:10]1[CH:17]=[CH:16][C:13]([C:14]#[N:15])=[C:12]([C:18]([F:19])([F:20])[F:21])[CH:11]=1. The yield is 0.890.